Dataset: Human Reference Interactome with 51,813 positive PPI pairs across 8,248 proteins, plus equal number of experimentally-validated negative pairs. Task: Binary Classification. Given two protein amino acid sequences, predict whether they physically interact or not. (1) Protein 1 (ENSG00000148386) has sequence MALLLLSLGLSLIAAQEFDPHTVMQRNYNVARVSGVWYSIFMASDDLNRIKENGDLRVFVRNIEHLKNGSLIFDFEYMVQGECVAVVVVCEKTEKNGEYSINYEGQNTVAVSETDYRLFITFHLQNFRNGTETHTLALYETCEKYGLGSQNIIDLTNKDPCYSKHYRSPPRPPMRW*MALLLLSLGLSLIAAQEFDPHTVMQRNYNVARVSGVWYSIFMASDDLNRIKENGDLRVFVRNIEHLKNGSLIFDFEYMVQGECVAVVVVCEKTEKNGEYSINYEGQNTVAVSETDYRLFITFH.... Protein 2 (ENSG00000076053) has sequence MGAAAAEADRTLFVGNLETKVTEELLFELFHQAGPVIKVKIPKDKDGKPKQFAFVNFKHEVSVPYAMNLLNGIKLYGRPIKIQFRSGSSHAPQDVSLSYPQHHVGNSSPTSTSPSSRYERTMDNMTSSAQIIQRSFSSPENFQRQAVMNSALRQMSYGGKFGSSPLDQSGFSPSVQSHSHSFNQSSSSQWRQGTPSSQRKVRMNSYPYLADRHYSREQRYTDHGSDHHYRGKRDDFFYEDRNHDDWSHDYDNRRDSSRDGKWRSSRH*MGAAAAEADRTLFVGNLETKVTEELLFELFHQ.... Result: 0 (the proteins do not interact). (2) Protein 2 (ENSG00000129654) has sequence MAESWLRLSGAGPAEEAGPEGGLEEPDALDDSLTSLQWLQEFSILNAKAPALPPGGTDPHGYHQVPGSAAPGSPLAADPACLGQPHTPGKPTSSCTSRSAPPGLQAPPPDDVDYATNPHVKPPYSYATLICMAMQASKATKITLSAIYKWITDNFCYFRHADPTWQNSIRHNLSLNKCFIKVPREKDEPGKGGFWRIDPQYAERLLSGAFKKRRLPPVHIHPAFARQAAQEPSAVPRAGPLTVNTEAQQLLREFEEATGEAGWGAGEGRLGHKRKQPLPKRVAKVPRPPSTLLPTPEEQG.... Protein 1 (ENSG00000128573) has sequence MMQESATETISNSSMNQNGMSTLSSQLDAGSRDGRSSGDTSSEVSTVELLHLQQQQALQAARQLLLQQQTSGLKSPKSSDKQRPLQVPVSVAMMTPQVITPQQMQQILQQQVLSPQQLQALLQQQQAVMLQQQQLQEFYKKQQEQLHLQLLQQQQQQQQQQQQQQQQQQQQQQQQQQQQQQQQQQQQQQQQHPGKQAKEQQQQQQQQQQLAAQQLVFQQQLLQMQQLQQQQHLLSLQRQGLISIPPGQAALPVQSLPQAGLSPAEIQQLWKEVTGVHSMEDNGIKHGGLDLTTNNSSSTT.... Result: 0 (the proteins do not interact). (3) Protein 1 (ENSG00000198815) has sequence MGLYGQACPSVTSLRMTSELESSLTSMDWLPQLTMRAAIQKSDATQNAHGTGISKKNALLDPNTTLDQEEVQQHKDGKPPYSYASLITFAINSSPKKKMTLSEIYQWICDNFPYYREAGSGWKNSIRHNLSLNKCFLKVPRSKDDPGKGSYWAIDTNPKEDVLPTRPKKRARSVERASTPYSIDSDSLGMECIISGSASPTLAINTVTNKVTLYNTDQDGSDSPRSSLNNSLSDQSLASVNLNSVGSVHSYTPVTSHPESVSQSLTPQQQPQYNLPERDKQLLFSEYNFEDLSASFRSLY.... Protein 2 (ENSG00000170037) has sequence MATSADSPSSPLGAEDLLSDSSEPPGLNQVSSEVTSQLYASLRLSRQAEATARAQLYLPSTSPPHEGLDGFAQELSRSLSVGLEKNLKKKDGSKHIFEMESVRGQLQTMLQTSRDTAYRDPLIPGAGSERREEDSFDSDSTATLLNTRPLQDLSPSSSAQALEELFPRYTSLRPGPPLNPPDFQGLRDALDSEHTRRKHCERHIQSLQTRVLELQQQLAVAVAADRKKDTMIEQLDKTLARVVEGWNRHEAERTEVLRGLQEEHQAAELTRSKQQETVTRLEQSLSEAMEALNREQESAR.... Result: 0 (the proteins do not interact). (4) Protein 1 (ENSG00000133398) has sequence MAEKFDHLEEHLEKFVENIRQLGIIVSDFQPSSQAGLNQKLNFIVTGLQDIDKCRQQLHDITVPLEVFEYIDQGRNPQLYTKECLERALAKNEQVKGKIDTMKKFKSLLIQELSKVFPEDMAKYRSIRGEDHPPS*. Protein 2 (ENSG00000242173) has sequence MLGLDACELGAQLLELLRLALCARVLLADKEGGPPAVDEVLDEAVPEYRAPGRKSLLEIRQLDPDDRSLAKYKRVLLGPLPPAVDPSLPNVQVTRLTLLSEQAPGPVVMDLTGDLAVLKDQVFVLKEGVDYRVKISFKVHREIVSGLKCLHHTYRRGLRVDKTVYMVGSYGPSAQEYEFVTPVEEAPRGALVRGPYLVVSLFTDDDRTHHLSWEWGLCICQDWKD*MDLTGDLAVLKDQVFVLKEGVDYRVKISFKVHREIVSGLKCLHHTYRRGLRVDKTVYMVGSYGPSAQEYEFVTP.... Result: 1 (the proteins interact). (5) Protein 1 (ENSG00000182983) has sequence MAAVALASGTRLGLVLELLPGQPALPRARRESVTFEDVAVYFSENEWIGLGPAQRALYRDVMLENYGAVASLAFPFPKPALISQLERGETPWCSVPRGALDGEAPRGISSEGVLKRKKEDFILKEEIIEEAQDLMVLSSGPQWCGSQELWFGKTCEEKSRLGRWPGYLNGGRMESSTNDIIEVIVKDEMISVEESSGNTDVNNLLGIHHKILNEQIFYICEECGKCFDQNEDFDQHQKTHNGEKVYGCKECGKAFSFRSHCIAHQRIHSGVKPYECQECAKAFVWKSNLIRHQRIHTGEK.... Protein 2 (ENSG00000185630) has sequence MDEQPRLMHSHAGVGMAGHPGLSQHLQDGAGGTEGEGGRKQDIGDILQQIMTITDQSLDEAQARKHALNCHRMKPALFNVLCEIKEKTVLSIRGAQEEEPTDPQLMRLDNMLLAEGVAGPEKGGGSAAAAAAAAASGGAGSDNSVEHSDYRAKLSQIRQIYHTELEKYEQACNEFTTHVMNLLREQSRTRPISPKEIERMVSIIHRKFSSIQMQLKQSTCEAVMILRSRFLDARRKRRNFNKQATEILNEYFYSHLSNPYPSEEAKEELAKKCGITVSQVSNWFGNKRIRYKKNIGKFQE.... Result: 0 (the proteins do not interact). (6) Protein 1 (ENSG00000161202) has sequence MGETKIIYHLDGQETPYLVKLPLPAERVTLADFKGVLQRPSYKFFFKSMDDDFGVVKEEISDDNAKLPCFNGRVVSWLVSAEGSHPDPAPFCADNPSELPPPMERTGGIGDSRPPSFHPHAGGGSQENLDNDTETDSLVSAQRERPRRRDGPEHATRLNGTAKGERRREPGGYDSSSTLMSSELETTSFFDSDEDDSTSRFSSSTEQSSASRLMRRHKRRRRKQKVSRIERSSSFSSITDSTMSLNIITVTLNMEKYNFLGISIVGQSNERGDGGIYIGSIMKGGAVAADGRIEPGDMLL.... Protein 2 (ENSG00000126460) has sequence MRGHPSLLLLYMALTTCLDTSPSEETDQEVFLGPPEAQSFLSSHTRIPRANHWDLELLTPGNLERECLEERCSWEEAREYFEDNTLTERFWESYIYNGKGGRGRVDVASLAVGLTGGILLIVLAGLGAFWYLRWRQHRGQQPCPQEAGLISPLSPLNPLGPPTPLPPPPPPPPGLPTYEQALAASGVHDAPPPPYTSLRRPH*MRGHPSLLLLYMALTTCLDTSPSEETDQVLPLPGVQDPAPSSFRPRNLDSQPLLLPPGPHCFPSPYDSSPRDPPFFCPSCLWVQKSSWVPQRPRAS*.... Result: 0 (the proteins do not interact). (7) Protein 1 (ENSG00000099968) has sequence MASSSTVPLGFHYETKYVVLSYLGLLSQEKLQEQHLSSPQGVQLDIASQSLDQEILLKVKTEIEEELKSLDKEISEAFTSTGFDRHTSPVFSPANPESSMEDCLAHLGEKVSQELKEPLHKALQMLLSQPVTYQAFRECTLETTVHASGWNKILVPLVLLRQMLLELTRRGQEPLSALLQFGVTYLEDYSAEYIIQQGGWGTVFSLESEEEEYPGITAEDSNDIYILPSDNSGQVSPPESPTVTTSWQSESLPVSLSASQSWHTESLPVSLGPESWQQIAMDPEEVKSLDSNGAGEKSEN.... Protein 2 (ENSG00000235169) has sequence MQPQEMQPQESHVHYSRWEDGSRDGVSLGAVSSTEEASRCRRISQRLCTGKLGIAMKVLGGVALFWIIFILGYLTGYYVHKCK*MQPQESHVHYSRWEDGSRDGVSLGAVSSTEEASRCRR*. Result: 1 (the proteins interact).